Task: Predict which catalyst facilitates the given reaction.. Dataset: Catalyst prediction with 721,799 reactions and 888 catalyst types from USPTO (1) Reactant: [CH3:1][C:2]1([CH3:18])[O:7][C:6]2[CH:8]=[CH:9][C:10]([C@H:12]3[O:16][C:15](=[O:17])[NH:14][CH2:13]3)=[CH:11][C:5]=2[CH2:4][O:3]1.[H-].[Na+].[CH2:21]([O:26][CH2:27][CH2:28][CH2:29][CH2:30][CH2:31][CH2:32]Br)[CH2:22][CH2:23][C:24]#[CH:25].P([O-])([O-])([O-])=O. Product: [CH3:1][C:2]1([CH3:18])[O:7][C:6]2[CH:8]=[CH:9][C:10]([C@H:12]3[O:16][C:15](=[O:17])[N:14]([CH2:32][CH2:31][CH2:30][CH2:29][CH2:28][CH2:27][O:26][CH2:21][CH2:22][CH2:23][C:24]#[CH:25])[CH2:13]3)=[CH:11][C:5]=2[CH2:4][O:3]1. The catalyst class is: 18. (2) Reactant: [CH3:1][O:2][C:3]1[CH:4]=[C:5]2[C:10](=[CH:11][C:12]=1[O:13][CH3:14])[N:9]=[CH:8][N:7]=[C:6]2[O:15][C:16]1[CH:22]=[CH:21][C:19]([NH2:20])=[CH:18][CH:17]=1.C(O)C.[CH3:26][C:27]1[CH:28]=[C:29]([C:33]([N:35]=[C:36]=[S:37])=[O:34])[CH:30]=[CH:31][CH:32]=1. Product: [CH3:1][O:2][C:3]1[CH:4]=[C:5]2[C:10](=[CH:11][C:12]=1[O:13][CH3:14])[N:9]=[CH:8][N:7]=[C:6]2[O:15][C:16]1[CH:22]=[CH:21][C:19]([NH:20][C:36]([NH:35][C:33](=[O:34])[C:29]2[CH:30]=[CH:31][CH:32]=[C:27]([CH3:26])[CH:28]=2)=[S:37])=[CH:18][CH:17]=1. The catalyst class is: 11. (3) Reactant: [C:1]([O:5][C:6]([NH:8][C@@H:9]1[CH2:14][CH2:13][C@@H:12]([S:15][C:16](=[O:23])[C:17]2[CH:22]=[CH:21][CH:20]=[CH:19][CH:18]=2)[C@H:11]([OH:24])[CH2:10]1)=[O:7])([CH3:4])([CH3:3])[CH3:2].CC(OI1(OC(C)=O)(OC(C)=O)OC(=O)C2C1=CC=CC=2)=O.C1(C)C=CC=CC=1.C(OCC)(=O)C. Product: [C:1]([O:5][C:6]([NH:8][CH:9]1[CH2:14][CH2:13][CH:12]([S:15][C:16](=[O:23])[C:17]2[CH:18]=[CH:19][CH:20]=[CH:21][CH:22]=2)[C:11](=[O:24])[CH2:10]1)=[O:7])([CH3:4])([CH3:2])[CH3:3]. The catalyst class is: 4. (4) Reactant: [CH2:1]([O:8][C:9](=[O:22])[CH2:10][C@@H:11]([NH:14][C:15]([O:17][C:18]([CH3:21])([CH3:20])[CH3:19])=[O:16])[CH2:12]I)[C:2]1[CH:7]=[CH:6][CH:5]=[CH:4][CH:3]=1.[F:23][C:24]1[CH:36]=[CH:35][C:27]([O:28][CH:29]2[CH2:34][CH2:33][NH:32][CH2:31][CH2:30]2)=[CH:26][CH:25]=1.C(N(CC)CC)C. Product: [CH2:1]([O:8][C:9](=[O:22])[CH2:10][C@@H:11]([NH:14][C:15]([O:17][C:18]([CH3:21])([CH3:20])[CH3:19])=[O:16])[CH2:12][N:32]1[CH2:31][CH2:30][CH:29]([O:28][C:27]2[CH:35]=[CH:36][C:24]([F:23])=[CH:25][CH:26]=2)[CH2:34][CH2:33]1)[C:2]1[CH:7]=[CH:6][CH:5]=[CH:4][CH:3]=1. The catalyst class is: 3. (5) Reactant: [NH2:1][C@@H:2]1[CH2:7][CH2:6][CH2:5][CH2:4][C@H:3]1[NH:8][C:9](=[O:15])[O:10][C:11]([CH3:14])([CH3:13])[CH3:12].C(N(C(C)C)CC)(C)C.[C:25](Cl)(=[O:28])[CH:26]=[CH2:27]. Product: [C:25]([NH:1][C@@H:2]1[CH2:7][CH2:6][CH2:5][CH2:4][C@H:3]1[NH:8][C:9](=[O:15])[O:10][C:11]([CH3:12])([CH3:14])[CH3:13])(=[O:28])[CH:26]=[CH2:27]. The catalyst class is: 4.